From a dataset of Full USPTO retrosynthesis dataset with 1.9M reactions from patents (1976-2016). Predict the reactants needed to synthesize the given product. (1) The reactants are: [Cl:1][C:2]1[C:18]([C:19]2[CH:28]=[CH:27][C:22]3[O:23][CH2:24][CH2:25][O:26][C:21]=3[CH:20]=2)=[CH:17][CH:16]=[CH:15][C:3]=1[CH2:4][O:5][C:6]1[CH:13]=[CH:12][C:9]([CH:10]=[O:11])=[C:8]([OH:14])[CH:7]=1.C(=O)([O-])[O-].[Cs+].[Cs+].Br[CH2:36][C:37]1[CH:38]=[C:39]([CH:42]=[CH:43][CH:44]=1)[C:40]#[N:41]. Given the product [Cl:1][C:2]1[C:18]([C:19]2[CH:28]=[CH:27][C:22]3[O:23][CH2:24][CH2:25][O:26][C:21]=3[CH:20]=2)=[CH:17][CH:16]=[CH:15][C:3]=1[CH2:4][O:5][C:6]1[CH:13]=[CH:12][C:9]([CH:10]=[O:11])=[C:8]([CH:7]=1)[O:14][CH2:36][C:37]1[CH:38]=[C:39]([CH:42]=[CH:43][CH:44]=1)[C:40]#[N:41], predict the reactants needed to synthesize it. (2) Given the product [C:1]([O:5][C:6]([N:8]1[CH2:13][CH2:12][N:11]([S:14]([C:17]2[CH:22]=[CH:21][C:20]([C:23]([F:24])([F:25])[F:26])=[CH:19][CH:18]=2)(=[O:15])=[O:16])[C@@H:10]([C:27](=[O:28])[NH:38][CH2:37][C:36]2[CH:39]=[CH:40][C:33]([O:32][C:31]([F:30])([F:41])[F:42])=[CH:34][CH:35]=2)[CH2:9]1)=[O:7])([CH3:2])([CH3:4])[CH3:3], predict the reactants needed to synthesize it. The reactants are: [C:1]([O:5][C:6]([N:8]1[CH2:13][CH2:12][N:11]([S:14]([C:17]2[CH:22]=[CH:21][C:20]([C:23]([F:26])([F:25])[F:24])=[CH:19][CH:18]=2)(=[O:16])=[O:15])[C@@H:10]([C:27](O)=[O:28])[CH2:9]1)=[O:7])([CH3:4])([CH3:3])[CH3:2].[F:30][C:31]([F:42])([F:41])[O:32][C:33]1[CH:40]=[CH:39][C:36]([CH2:37][NH2:38])=[CH:35][CH:34]=1.O.ON1C2C=CC=CC=2N=N1.Cl.C(N=C=NCCCN(C)C)C.C(OC(C)C)(C)C. (3) Given the product [I:19][C:2]1[N:6]([C:7]2[CH:12]=[CH:11][CH:10]=[C:9]([F:13])[CH:8]=2)[N:5]=[CH:4][C:3]=1[C:14]([O:16][CH2:17][CH3:18])=[O:15], predict the reactants needed to synthesize it. The reactants are: N[C:2]1[N:6]([C:7]2[CH:12]=[CH:11][CH:10]=[C:9]([F:13])[CH:8]=2)[N:5]=[CH:4][C:3]=1[C:14]([O:16][CH2:17][CH3:18])=[O:15].[I:19]CI.N(OCCC(C)C)=O. (4) Given the product [CH2:2]([N:9]1[CH2:14][CH2:13][CH2:12][C:11](=[O:15])[CH2:10]1)[C:3]1[CH:4]=[CH:5][CH:6]=[CH:7][CH:8]=1, predict the reactants needed to synthesize it. The reactants are: Br.[CH2:2]([N:9]1[CH2:14][CH2:13][CH2:12][C:11](O)([OH:15])[CH2:10]1)[C:3]1[CH:8]=[CH:7][CH:6]=[CH:5][CH:4]=1.C(N(CC)CC)C. (5) Given the product [O:15]=[C:13]1[NH:12][C:8]2=[N:9][CH:10]=[CH:11][C:6]([O:5][C:4]3[CH:3]=[C:2]([NH:1][C:25](=[O:26])[C:24]4[CH:28]=[CH:29][CH:30]=[C:22]([O:21][C:20]([F:19])([F:31])[F:32])[CH:23]=4)[CH:18]=[CH:17][CH:16]=3)=[C:7]2[NH:14]1, predict the reactants needed to synthesize it. The reactants are: [NH2:1][C:2]1[CH:3]=[C:4]([CH:16]=[CH:17][CH:18]=1)[O:5][C:6]1[CH:11]=[CH:10][N:9]=[C:8]2[NH:12][C:13](=[O:15])[NH:14][C:7]=12.[F:19][C:20]([F:32])([F:31])[O:21][C:22]1[CH:23]=[C:24]([CH:28]=[CH:29][CH:30]=1)[C:25](Cl)=[O:26]. (6) Given the product [NH2:15][C:14]1[C:9]2[C:10](=[N:11][CH:6]=[CH:7][C:8]=2[NH:28][C:27]2[CH:29]=[CH:30][C:24]([N+:21]([O-:23])=[O:22])=[CH:25][CH:26]=2)[S:12][C:13]=1[C:16]([NH2:17])=[O:18], predict the reactants needed to synthesize it. The reactants are: COC(=O)CO[C:6]1[N:11]=[C:10]2[S:12][C:13]([C:16](=[O:18])[NH2:17])=[C:14]([NH2:15])[C:9]2=[C:8](C)[CH:7]=1.[N+:21]([C:24]1[CH:30]=[CH:29][C:27]([NH2:28])=[CH:26][CH:25]=1)([O-:23])=[O:22]. (7) Given the product [Cl:44][C:41]1[CH:42]=[CH:43][C:38]([CH:8]([C:5]2[CH:4]=[CH:3][C:2]([Cl:1])=[CH:7][CH:6]=2)[C:9]2[CH:10]=[C:11]3[C:16](=[CH:17][CH:18]=2)[N:15]=[C:14]([OH:19])[CH:13]=[C:12]3[NH:20][CH:21]2[CH2:22][CH2:23][N:24]([CH2:27][C:28]3[CH:29]=[C:30]([CH:35]=[CH:36][CH:37]=3)[C:31]([OH:33])=[O:32])[CH2:25][CH2:26]2)=[CH:39][CH:40]=1, predict the reactants needed to synthesize it. The reactants are: [Cl:1][C:2]1[CH:7]=[CH:6][C:5]([CH:8]([C:38]2[CH:43]=[CH:42][C:41]([Cl:44])=[CH:40][CH:39]=2)[C:9]2[CH:10]=[C:11]3[C:16](=[CH:17][CH:18]=2)[N:15]=[C:14]([OH:19])[CH:13]=[C:12]3[NH:20][CH:21]2[CH2:26][CH2:25][N:24]([CH2:27][C:28]3[CH:29]=[C:30]([CH:35]=[CH:36][CH:37]=3)[C:31]([O:33]C)=[O:32])[CH2:23][CH2:22]2)=[CH:4][CH:3]=1.[OH-].[Na+]. (8) Given the product [Br:23][C:21]1[CH:20]=[CH:19][C:18]([OH:24])=[C:17]([C:12]2[N:11]([C:7]3[N:6]=[C:5]([C:4]([OH:26])=[O:3])[CH:10]=[CH:9][CH:8]=3)[C:15]([CH3:16])=[CH:14][CH:13]=2)[CH:22]=1, predict the reactants needed to synthesize it. The reactants are: C([O:3][C:4](=[O:26])[C:5]1[CH:10]=[CH:9][CH:8]=[C:7]([N:11]2[C:15]([CH3:16])=[CH:14][CH:13]=[C:12]2[C:17]2[CH:22]=[C:21]([Br:23])[CH:20]=[CH:19][C:18]=2[O:24]C)[N:6]=1)C.C[S-].[Na+]. (9) Given the product [Cl:20][C:21]1[CH:26]=[C:25]([Cl:27])[CH:24]=[CH:23][C:22]=1[CH:28]([N:7]1[C:8]([C:10]([O:12][CH3:13])=[O:11])=[CH:9][C:5]([O:4][CH:1]([CH3:3])[CH3:2])=[N:6]1)[CH3:29], predict the reactants needed to synthesize it. The reactants are: [CH:1]([O:4][C:5]1[CH:9]=[C:8]([C:10]([O:12][CH3:13])=[O:11])[NH:7][N:6]=1)([CH3:3])[CH3:2].C(=O)([O-])[O-].[K+].[K+].[Cl:20][C:21]1[CH:26]=[C:25]([Cl:27])[CH:24]=[CH:23][C:22]=1[CH:28](Cl)[CH3:29].CN(C)C=O. (10) Given the product [Si:1]([O:8][CH2:9][CH2:10][C@H:11]1[CH2:22][CH2:21][C:20]2[S:19][C:18]3[N:17]=[CH:16][N:15]=[C:14]([O:40][CH:37]4[CH2:38][CH2:39][CH:34]([N:26]([CH2:24][CH3:25])[C:27](=[O:33])[O:28][C:29]([CH3:30])([CH3:31])[CH3:32])[CH2:35][CH2:36]4)[C:13]=3[C:12]1=2)([C:4]([CH3:7])([CH3:6])[CH3:5])([CH3:3])[CH3:2], predict the reactants needed to synthesize it. The reactants are: [Si:1]([O:8][CH2:9][CH2:10][C@H:11]1[CH2:22][CH2:21][C:20]2[S:19][C:18]3[N:17]=[CH:16][N:15]=[C:14](Cl)[C:13]=3[C:12]1=2)([C:4]([CH3:7])([CH3:6])[CH3:5])([CH3:3])[CH3:2].[CH2:24]([N:26]([CH:34]1[CH2:39][CH2:38][CH:37]([OH:40])[CH2:36][CH2:35]1)[C:27](=[O:33])[O:28][C:29]([CH3:32])([CH3:31])[CH3:30])[CH3:25].[H-].[Na+].